Dataset: NCI-60 drug combinations with 297,098 pairs across 59 cell lines. Task: Regression. Given two drug SMILES strings and cell line genomic features, predict the synergy score measuring deviation from expected non-interaction effect. (1) Drug 1: CC1=C(C(=CC=C1)Cl)NC(=O)C2=CN=C(S2)NC3=CC(=NC(=N3)C)N4CCN(CC4)CCO. Drug 2: C#CCC(CC1=CN=C2C(=N1)C(=NC(=N2)N)N)C3=CC=C(C=C3)C(=O)NC(CCC(=O)O)C(=O)O. Cell line: K-562. Synergy scores: CSS=88.4, Synergy_ZIP=-2.11, Synergy_Bliss=-7.09, Synergy_Loewe=12.2, Synergy_HSA=-4.76. (2) Drug 1: C1=C(C(=O)NC(=O)N1)N(CCCl)CCCl. Drug 2: C1C(C(OC1N2C=NC(=NC2=O)N)CO)O. Cell line: ACHN. Synergy scores: CSS=64.9, Synergy_ZIP=3.38, Synergy_Bliss=3.61, Synergy_Loewe=6.18, Synergy_HSA=7.10. (3) Drug 1: CCN(CC)CCNC(=O)C1=C(NC(=C1C)C=C2C3=C(C=CC(=C3)F)NC2=O)C. Drug 2: CCN(CC)CCCC(C)NC1=C2C=C(C=CC2=NC3=C1C=CC(=C3)Cl)OC. Cell line: HOP-62. Synergy scores: CSS=25.4, Synergy_ZIP=0.0831, Synergy_Bliss=1.88, Synergy_Loewe=-14.5, Synergy_HSA=-9.89. (4) Drug 2: C1=CC=C(C(=C1)C(C2=CC=C(C=C2)Cl)C(Cl)Cl)Cl. Synergy scores: CSS=9.16, Synergy_ZIP=-3.05, Synergy_Bliss=0.859, Synergy_Loewe=-8.34, Synergy_HSA=-0.0363. Drug 1: C1=CC(=CC=C1CC(C(=O)O)N)N(CCCl)CCCl.Cl. Cell line: PC-3. (5) Drug 1: CS(=O)(=O)CCNCC1=CC=C(O1)C2=CC3=C(C=C2)N=CN=C3NC4=CC(=C(C=C4)OCC5=CC(=CC=C5)F)Cl. Drug 2: COCCOC1=C(C=C2C(=C1)C(=NC=N2)NC3=CC=CC(=C3)C#C)OCCOC.Cl. Cell line: BT-549. Synergy scores: CSS=-1.88, Synergy_ZIP=3.83, Synergy_Bliss=3.17, Synergy_Loewe=-0.00164, Synergy_HSA=-1.77. (6) Drug 1: CC(C1=C(C=CC(=C1Cl)F)Cl)OC2=C(N=CC(=C2)C3=CN(N=C3)C4CCNCC4)N. Drug 2: B(C(CC(C)C)NC(=O)C(CC1=CC=CC=C1)NC(=O)C2=NC=CN=C2)(O)O. Cell line: HCT116. Synergy scores: CSS=12.3, Synergy_ZIP=-6.76, Synergy_Bliss=-2.83, Synergy_Loewe=-3.10, Synergy_HSA=-3.09. (7) Cell line: CAKI-1. Drug 1: CC1=C(N=C(N=C1N)C(CC(=O)N)NCC(C(=O)N)N)C(=O)NC(C(C2=CN=CN2)OC3C(C(C(C(O3)CO)O)O)OC4C(C(C(C(O4)CO)O)OC(=O)N)O)C(=O)NC(C)C(C(C)C(=O)NC(C(C)O)C(=O)NCCC5=NC(=CS5)C6=NC(=CS6)C(=O)NCCC[S+](C)C)O. Synergy scores: CSS=45.3, Synergy_ZIP=-0.397, Synergy_Bliss=-0.326, Synergy_Loewe=1.32, Synergy_HSA=3.04. Drug 2: B(C(CC(C)C)NC(=O)C(CC1=CC=CC=C1)NC(=O)C2=NC=CN=C2)(O)O. (8) Drug 1: CC(CN1CC(=O)NC(=O)C1)N2CC(=O)NC(=O)C2. Drug 2: CNC(=O)C1=NC=CC(=C1)OC2=CC=C(C=C2)NC(=O)NC3=CC(=C(C=C3)Cl)C(F)(F)F. Cell line: HCT116. Synergy scores: CSS=32.2, Synergy_ZIP=-6.50, Synergy_Bliss=-5.22, Synergy_Loewe=-4.94, Synergy_HSA=-1.43. (9) Drug 1: C1=CC(=CC=C1C#N)C(C2=CC=C(C=C2)C#N)N3C=NC=N3. Drug 2: CCN(CC)CCNC(=O)C1=C(NC(=C1C)C=C2C3=C(C=CC(=C3)F)NC2=O)C. Cell line: MALME-3M. Synergy scores: CSS=-4.52, Synergy_ZIP=6.32, Synergy_Bliss=6.14, Synergy_Loewe=-12.0, Synergy_HSA=-11.3. (10) Drug 1: CCCCCOC(=O)NC1=NC(=O)N(C=C1F)C2C(C(C(O2)C)O)O. Drug 2: CC1=C(C(=O)C2=C(C1=O)N3CC4C(C3(C2COC(=O)N)OC)N4)N. Cell line: RPMI-8226. Synergy scores: CSS=31.1, Synergy_ZIP=-5.32, Synergy_Bliss=-0.322, Synergy_Loewe=0.0519, Synergy_HSA=1.84.